From a dataset of Reaction yield outcomes from USPTO patents with 853,638 reactions. Predict the reaction yield, written as a fraction of the theoretical maximum amount of product (1.0 means a 100% yield; for example, 0.34 means a 34% yield). (1) The reactants are C(O[C:4]([C:6]1[C:7]([CH:17]2[CH2:19][CH2:18]2)=[N:8][C:9]2[C:14]([C:15]=1Cl)=[CH:13][CH:12]=[CH:11][CH:10]=2)=[O:5])C.[NH:20]([C:22]1[CH:30]=[CH:29][C:25]([C:26]([OH:28])=[O:27])=[CH:24][CH:23]=1)[NH2:21].NN. The catalyst is C(O)C.CCCCCCC.Cl. The product is [CH:17]1([C:7]2[NH:8][C:9]3[CH:10]=[CH:11][CH:12]=[CH:13][C:14]=3[C:15]3[C:6]=2[C:4](=[O:5])[N:20]([C:22]2[CH:23]=[CH:24][C:25]([C:26]([OH:28])=[O:27])=[CH:29][CH:30]=2)[N:21]=3)[CH2:18][CH2:19]1. The yield is 0.800. (2) The reactants are [C:1]([O:9][C@H:10]1[C@H:14]([CH2:15][O:16][C:17](=[O:24])[C:18]2[CH:23]=[CH:22][CH:21]=[CH:20][CH:19]=2)[O:13][C@H:12]([N:25]2[CH:32]=[CH:31][C:29](=[O:30])[NH:28][C:26]2=[O:27])[C@@H:11]1O)(=[O:8])[C:2]1[CH:7]=[CH:6][CH:5]=[CH:4][CH:3]=1.O(C(Cl)=S)C1C=CC=CC=1. The product is [C:1]([O:9][C@H:10]1[C@H:14]([CH2:15][O:16][C:17](=[O:24])[C:18]2[CH:23]=[CH:22][CH:21]=[CH:20][CH:19]=2)[O:13][C@H:12]([N:25]2[CH:32]=[CH:31][C:29](=[O:30])[NH:28][C:26]2=[O:27])[CH2:11]1)(=[O:8])[C:2]1[CH:3]=[CH:4][CH:5]=[CH:6][CH:7]=1. The catalyst is ClCCCl.CN(C)C1C=CN=CC=1. The yield is 0.560. (3) The reactants are Cl.Cl.[N:3]1[CH:8]=[CH:7][C:6]([CH:9]2[NH:14][C:13]([NH2:15])=[N:12][CH2:11][CH2:10]2)=[CH:5][CH:4]=1.C(=O)([O-])[O-].[K+].[K+].[N:22]1[CH:27]=[CH:26][C:25]([C:28](=O)[CH2:29][C:30]([O:32]CC)=O)=[CH:24][CH:23]=1. The catalyst is C(O)C. The product is [N:22]1[CH:23]=[CH:24][C:25]([C:28]2[N:15]=[C:13]3[NH:14][CH:9]([C:6]4[CH:7]=[CH:8][N:3]=[CH:4][CH:5]=4)[CH2:10][CH2:11][N:12]3[C:30](=[O:32])[CH:29]=2)=[CH:26][CH:27]=1. The yield is 0.210. (4) The reactants are [CH3:1][O:2][C:3]([C:5]1[S:14][C:8]2=[N:9][CH:10]=[C:11]([NH2:13])[CH:12]=[C:7]2[C:6]=1[O:15][CH2:16][C:17]([O:19][C:20]([CH3:23])([CH3:22])[CH3:21])=[O:18])=[O:4].[C:24](OC(=O)C)(=[O:26])[CH3:25].Cl. The catalyst is N1C=CC=CC=1. The product is [CH3:1][O:2][C:3]([C:5]1[S:14][C:8]2=[N:9][CH:10]=[C:11]([NH:13][C:24](=[O:26])[CH3:25])[CH:12]=[C:7]2[C:6]=1[O:15][CH2:16][C:17]([O:19][C:20]([CH3:23])([CH3:22])[CH3:21])=[O:18])=[O:4]. The yield is 0.340. (5) The reactants are C([Si](C)(C)[O:6][C:7]1[CH:12]=[CH:11][C:10]([O:13][CH2:14][CH:15]2[CH2:17][O:16]2)=[CH:9][CH:8]=1)(C)(C)C.[CH3:20][C:21]1[CH:26]=[C:25]([CH3:27])[N:24]=[C:23]([N:28]2[CH2:33][CH2:32][CH:31]([NH2:34])[CH2:30][CH2:29]2)[N:22]=1. The catalyst is CC(O)C.CS(C)=O. The product is [CH3:20][C:21]1[CH:26]=[C:25]([CH3:27])[N:24]=[C:23]([N:28]2[CH2:29][CH2:30][CH:31]([NH:34][CH2:17][CH:15]([OH:16])[CH2:14][O:13][C:10]3[CH:9]=[CH:8][C:7]([OH:6])=[CH:12][CH:11]=3)[CH2:32][CH2:33]2)[N:22]=1. The yield is 0.640. (6) The reactants are C[Si]([N-][Si](C)(C)C)(C)C.[Li+].C[Si](C)(C)[CH2:13][C:14]([O:16][CH3:17])=[O:15].[CH2:20]([O:27][C:28]1[CH:29]=[CH:30][C:31]2[CH2:35][C:34](=O)[C:32]=2[CH:33]=1)[C:21]1[CH:26]=[CH:25][CH:24]=[CH:23][CH:22]=1.CCOC(C)=O. The catalyst is C1COCC1. The product is [CH2:20]([O:27][C:28]1[CH:29]=[CH:30][C:31]2[CH2:35]/[C:34](=[CH:13]\[C:14]([O:16][CH3:17])=[O:15])/[C:32]=2[CH:33]=1)[C:21]1[CH:22]=[CH:23][CH:24]=[CH:25][CH:26]=1. The yield is 0.140. (7) The reactants are [CH:1]([C:3]1[CH:10]=[CH:9][C:6]([CH2:7][Cl:8])=[CH:5][CH:4]=1)=[CH2:2].[N:11]([CH2:18][CH2:19][OH:20])([CH2:15][CH2:16][OH:17])[CH2:12][CH2:13][OH:14]. The catalyst is CC#N. The product is [Cl-:8].[OH:14][CH2:13][CH2:12][N+:11]([CH2:18][CH2:19][OH:20])([CH2:15][CH2:16][OH:17])[CH2:7][C:6]1[CH:9]=[CH:10][C:3]([CH:1]=[CH2:2])=[CH:4][CH:5]=1. The yield is 0.920. (8) The reactants are [Br:1][C:2]1[CH:10]=[CH:9][CH:8]=[C:7]2[C:3]=1[CH:4]=[N:5][NH:6]2.[O:11]1[CH:16]=[CH:15][CH2:14][CH2:13][CH2:12]1.C1(C)C=CC(S(O)(=O)=O)=CC=1. The catalyst is O1CCCC1. The product is [Br:1][C:2]1[CH:10]=[CH:9][CH:8]=[C:7]2[C:3]=1[CH:4]=[N:5][N:6]2[CH:12]1[CH2:13][CH2:14][CH2:15][CH2:16][O:11]1. The yield is 0.810. (9) The reactants are [NH2:1][C:2]1[CH:3]=[C:4]([C:8]2[C:16]3[C:11](=[CH:12][CH:13]=[C:14](C#N)[CH:15]=3)[N:10]([CH:19]3[CH2:24][CH2:23][CH2:22][CH2:21][O:20]3)[N:9]=2)[CH:5]=[CH:6][CH:7]=1.[C:25]([O:28][C@@H:29]([CH3:33])[C:30](O)=[O:31])(=[O:27])[CH3:26].Cl.[CH3:35][N:36](C)CCCN=C=NCC. The catalyst is ClCCl. The product is [C:25]([O:28][C@H:29]([C:30](=[O:31])[NH:1][C:2]1[CH:7]=[CH:6][CH:5]=[C:4]([C:8]2[C:16]3[C:11](=[CH:12][CH:13]=[CH:14][CH:15]=3)[N:10]([CH:19]3[CH2:24][CH2:23][CH:22]([C:35]#[N:36])[CH2:21][O:20]3)[N:9]=2)[CH:3]=1)[CH3:33])(=[O:27])[CH3:26]. The yield is 0.850.